The task is: Predict the reaction yield, written as a fraction of the theoretical maximum amount of product (1.0 means a 100% yield; for example, 0.34 means a 34% yield).. This data is from Reaction yield outcomes from USPTO patents with 853,638 reactions. (1) The reactants are [H-].[Na+].[CH:3]1[C:13]2[C:12]3[CH:14]=[CH:15][CH:16]=[CH:17][C:11]=3[CH2:10][C:9](=[O:18])[NH:8][C:7]=2[CH:6]=[CH:5][CH:4]=1.[CH3:19]I. The catalyst is CN(C=O)C.C(Cl)Cl.O. The product is [CH3:19][CH:10]1[C:9](=[O:18])[NH:8][C:7]2[CH:6]=[CH:5][CH:4]=[CH:3][C:13]=2[C:12]2[CH:14]=[CH:15][CH:16]=[CH:17][C:11]1=2. The yield is 0.630. (2) The reactants are [C:1]([O:7][CH2:8][N:9]1[C:13]2[N:14]=[CH:15][N:16]=[C:17]([C:18]3[CH:19]=[N:20][N:21]([C@@H:23]([CH:27]4[CH2:31][CH2:30][CH2:29][CH2:28]4)[CH2:24][CH:25]=O)[CH:22]=3)[C:12]=2[CH:11]=[CH:10]1)(=[O:6])[C:2]([CH3:5])([CH3:4])[CH3:3].O1CCCC1.[OH-].[NH4+:38].II. The catalyst is O. The product is [C:1]([O:7][CH2:8][N:9]1[C:13]2[N:14]=[CH:15][N:16]=[C:17]([C:18]3[CH:19]=[N:20][N:21]([C@@H:23]([CH:27]4[CH2:31][CH2:30][CH2:29][CH2:28]4)[CH2:24][C:25]#[N:38])[CH:22]=3)[C:12]=2[CH:11]=[CH:10]1)(=[O:6])[C:2]([CH3:4])([CH3:5])[CH3:3]. The yield is 0.868. (3) The reactants are Cl[CH:2]([C:9]1[CH:14]=[CH:13][CH:12]=[CH:11][CH:10]=1)[C:3]1[CH:8]=[CH:7][CH:6]=[CH:5][CH:4]=1.CN[CH2:17][CH:18]1[CH2:22][CH2:21][NH:20][CH2:19]1.[C:23]([O:27][C:28](=[O:30])[NH2:29])([CH3:26])([CH3:25])[CH3:24].[C:31]([O-])([O-])=O.[K+].[K+]. The catalyst is CC(=O)CC. The product is [C:23]([O:27][C:28](=[O:30])[N:29]([CH2:17][CH:18]1[CH2:22][CH2:21][N:20]([CH:2]([C:9]2[CH:14]=[CH:13][CH:12]=[CH:11][CH:10]=2)[C:3]2[CH:8]=[CH:7][CH:6]=[CH:5][CH:4]=2)[CH2:19]1)[CH3:31])([CH3:26])([CH3:25])[CH3:24]. The yield is 0.750. (4) The reactants are [CH3:1][O:2][CH2:3][CH2:4][O:5][C:6]1[CH:7]=[C:8]2[C:12](=[C:13]([N:15]([CH3:25])[S:16]([C:19]3[CH:24]=[CH:23][CH:22]=[CH:21][N:20]=3)(=[O:18])=[O:17])[CH:14]=1)[NH:11][C:10]([C:26]1[S:27][CH:28]([CH2:31][C:32]([OH:34])=O)[CH2:29][N:30]=1)=[CH:9]2.Cl.C[N:37](C)CCCN=C=NCC.CN(C)C=O. The catalyst is O. The product is [CH3:1][O:2][CH2:3][CH2:4][O:5][C:6]1[CH:7]=[C:8]2[C:12](=[C:13]([N:15]([CH3:25])[S:16]([C:19]3[CH:24]=[CH:23][CH:22]=[CH:21][N:20]=3)(=[O:17])=[O:18])[CH:14]=1)[NH:11][C:10]([C:26]1[S:27][CH:28]([CH2:31][C:32]([NH2:37])=[O:34])[CH2:29][N:30]=1)=[CH:9]2. The yield is 0.550. (5) The reactants are [C:1]([O:5][C:6](=[O:22])[NH:7][CH2:8][CH2:9][O:10][N:11]1C(=O)C2C(=CC=CC=2)C1=O)([CH3:4])([CH3:3])[CH3:2].CNN. The catalyst is C(Cl)Cl. The product is [C:1]([O:5][C:6](=[O:22])[NH:7][CH2:8][CH2:9][O:10][NH2:11])([CH3:4])([CH3:2])[CH3:3]. The yield is 1.02. (6) The reactants are [F:1][C:2]1[N:7]=[CH:6][C:5](OB(O)O)=[CH:4][CH:3]=1.Br[C:13]1[CH:27]=[CH:26][C:16]([O:17][CH2:18][CH2:19][N:20]2[CH2:25][CH2:24][O:23][CH2:22][CH2:21]2)=[CH:15][CH:14]=1.C(=O)([O-])[O-].[Na+].[Na+].CC(OC)(C)C. The catalyst is O.COCCOC.C1C=CC([P]([Pd]([P](C2C=CC=CC=2)(C2C=CC=CC=2)C2C=CC=CC=2)([P](C2C=CC=CC=2)(C2C=CC=CC=2)C2C=CC=CC=2)[P](C2C=CC=CC=2)(C2C=CC=CC=2)C2C=CC=CC=2)(C2C=CC=CC=2)C2C=CC=CC=2)=CC=1. The product is [F:1][C:2]1[N:7]=[CH:6][C:5]([C:13]2[CH:27]=[CH:26][C:16]([O:17][CH2:18][CH2:19][N:20]3[CH2:25][CH2:24][O:23][CH2:22][CH2:21]3)=[CH:15][CH:14]=2)=[CH:4][CH:3]=1. The yield is 0.671. (7) The reactants are [Cl:1][C:2]1[C:3]([F:31])=[C:4]([CH:8]2[C:12]([C:15]3[CH:20]=[CH:19][C:18]([Cl:21])=[CH:17][C:16]=3[F:22])([C:13]#[N:14])[CH:11]([CH2:23][C:24]([CH3:27])([CH3:26])[CH3:25])[NH:10][CH:9]2[C:28](O)=[O:29])[CH:5]=[CH:6][CH:7]=1.[CH3:32][C:33]([O:42][CH2:43][C@@H:44]1[CH2:46][O:45]1)([CH3:41])[CH2:34][N:35]1[CH:39]=[CH:38][C:37]([NH2:40])=[N:36]1.CN(C(ON1N=NC2C=CC=NC1=2)=[N+](C)C)C.F[P-](F)(F)(F)(F)F.CCN(C(C)C)C(C)C. The catalyst is C(Cl)Cl. The product is [CH3:41][C:33]([O:42][CH2:43][C@@H:44]1[CH2:46][O:45]1)([CH3:32])[CH2:34][N:35]1[CH:39]=[CH:38][C:37]([NH:40][C:28]([CH:9]2[CH:8]([C:4]3[CH:5]=[CH:6][CH:7]=[C:2]([Cl:1])[C:3]=3[F:31])[C:12]([C:15]3[CH:20]=[CH:19][C:18]([Cl:21])=[CH:17][C:16]=3[F:22])([C:13]#[N:14])[CH:11]([CH2:23][C:24]([CH3:27])([CH3:26])[CH3:25])[NH:10]2)=[O:29])=[N:36]1. The yield is 0.354. (8) The reactants are [CH3:1][O:2][C:3](=[O:16])[CH:4]([O:8][C:9]1[CH:14]=[CH:13][C:12]([Cl:15])=[CH:11][CH:10]=1)[CH2:5][CH2:6][OH:7].C(N(CC)CC)C.[CH3:24][C:25]1[CH:30]=[CH:29][C:28]([S:31](Cl)(=[O:33])=[O:32])=[CH:27][CH:26]=1. The catalyst is ClCCl. The product is [CH3:1][O:2][C:3](=[O:16])[CH:4]([O:8][C:9]1[CH:10]=[CH:11][C:12]([Cl:15])=[CH:13][CH:14]=1)[CH2:5][CH2:6][O:7][S:31]([C:28]1[CH:29]=[CH:30][C:25]([CH3:24])=[CH:26][CH:27]=1)(=[O:33])=[O:32]. The yield is 0.460.